From a dataset of Forward reaction prediction with 1.9M reactions from USPTO patents (1976-2016). Predict the product of the given reaction. Given the reactants Br[C:2]1[C:10]2[C:5](=[CH:6][CH:7]=[C:8]([CH:11]=[O:12])[CH:9]=2)[N:4]([CH2:13][CH2:14][CH2:15][NH:16][C:17](=[O:23])[O:18][C:19]([CH3:22])([CH3:21])[CH3:20])[CH:3]=1.[F:24][C:25]([F:37])([F:36])[O:26][C:27]1[CH:32]=[CH:31][C:30](B(O)O)=[CH:29][CH:28]=1.C(=O)([O-])[O-].[K+].[K+], predict the reaction product. The product is: [CH:11]([C:8]1[CH:9]=[C:10]2[C:5](=[CH:6][CH:7]=1)[N:4]([CH2:13][CH2:14][CH2:15][NH:16][C:17](=[O:23])[O:18][C:19]([CH3:22])([CH3:21])[CH3:20])[CH:3]=[C:2]2[C:30]1[CH:29]=[CH:28][C:27]([O:26][C:25]([F:24])([F:36])[F:37])=[CH:32][CH:31]=1)=[O:12].